This data is from Forward reaction prediction with 1.9M reactions from USPTO patents (1976-2016). The task is: Predict the product of the given reaction. (1) The product is: [Cl:1][C:2]1[CH:7]=[CH:6][C:5]([CH:8]2[CH2:14][CH:13]3[NH:15][CH:10]([CH2:11][CH2:12]3)[CH:9]2[O:24][CH2:25][C:26]2[CH:35]=[CH:34][C:33]3[C:28](=[CH:29][CH:30]=[CH:31][CH:32]=3)[CH:27]=2)=[CH:4][CH:3]=1. Given the reactants [Cl:1][C:2]1[CH:7]=[CH:6][C:5]([CH:8]2[CH2:14][CH:13]3[N:15](C(OCC(Cl)(Cl)Cl)=O)[CH:10]([CH2:11][CH2:12]3)[CH:9]2[O:24][CH2:25][C:26]2[CH:35]=[CH:34][C:33]3[C:28](=[CH:29][CH:30]=[CH:31][CH:32]=3)[CH:27]=2)=[CH:4][CH:3]=1, predict the reaction product. (2) Given the reactants [C:1]([OH:7])([C:3]([F:6])([F:5])[F:4])=[O:2].C(OC([NH:15][C@@H:16]([CH2:45][C:46]1[CH:47]=[N:48][C:49]([C:52]([F:55])([F:54])[CH3:53])=[CH:50][CH:51]=1)[CH2:17][N:18]([C:26]1[S:27][C:28]([C:34]2[CH:35]=[C:36]3[C:41](=[CH:42][CH:43]=2)[CH:40]=[N:39][C:38]([F:44])=[CH:37]3)=[C:29]([CH2:31][O:32][CH3:33])[N:30]=1)C(=O)OC(C)(C)C)=O)(C)(C)C, predict the reaction product. The product is: [F:4][C:3]([F:6])([F:5])[C:1]([OH:7])=[O:2].[NH2:15][C@@H:16]([CH2:45][C:46]1[CH:47]=[N:48][C:49]([C:52]([F:54])([F:55])[CH3:53])=[CH:50][CH:51]=1)[CH2:17][NH:18][C:26]1[S:27][C:28]([C:34]2[CH:35]=[C:36]3[C:41](=[CH:42][CH:43]=2)[CH:40]=[N:39][C:38]([F:44])=[CH:37]3)=[C:29]([CH2:31][O:32][CH3:33])[N:30]=1. (3) Given the reactants [F:1][C:2]1[CH:10]=[C:9]2[C:5]([C:6]([C:20]3[CH:21]=[N:22][N:23]([CH2:25][CH:26]4[CH2:31][CH2:30][NH:29][CH2:28][CH2:27]4)[CH:24]=3)=[CH:7][N:8]2S(C2C=CC=CC=2)(=O)=O)=[CH:4][CH:3]=1.Br[CH2:33][CH2:34][F:35], predict the reaction product. The product is: [F:1][C:2]1[CH:10]=[C:9]2[C:5]([C:6]([C:20]3[CH:21]=[N:22][N:23]([CH2:25][CH:26]4[CH2:31][CH2:30][N:29]([CH2:33][CH2:34][F:35])[CH2:28][CH2:27]4)[CH:24]=3)=[CH:7][NH:8]2)=[CH:4][CH:3]=1. (4) Given the reactants CO[CH:3]=[CH:4][C:5](=[O:7])[CH3:6].[CH3:8][C:9]1[CH:10]=[C:11]([CH:14]=[CH:15][CH:16]=1)[CH2:12][NH2:13], predict the reaction product. The product is: [C:9]1([CH3:8])[CH:16]=[CH:15][CH:14]=[C:11]([CH2:12][NH:13][CH:3]=[CH:4][C:5](=[O:7])[CH3:6])[CH:10]=1. (5) Given the reactants [C:1]([O:4][C@H:5]1[C@@H:14]2[O:15][C:16]([CH3:19])([CH3:18])[O:17][C@:13]32[C@H:8]([C@H:9]([C:21]([OH:25])(C)[CH2:22]O)[CH2:10][CH2:11][C@@H:12]3[CH3:20])[CH:7]=[C:6]1[CH3:26])(=[O:3])[CH3:2].I([O-])(=O)(=O)=O.[Na+], predict the reaction product. The product is: [C:1]([O:4][C@H:5]1[C@@H:14]2[O:15][C:16]([CH3:18])([CH3:19])[O:17][C@:13]32[C@H:8]([C@H:9]([C:21](=[O:25])[CH3:22])[CH2:10][CH2:11][C@@H:12]3[CH3:20])[CH:7]=[C:6]1[CH3:26])(=[O:3])[CH3:2].